Predict the product of the given reaction. From a dataset of Forward reaction prediction with 1.9M reactions from USPTO patents (1976-2016). (1) Given the reactants [CH3:1][C:2]1[CH:7]=[CH:6][CH:5]=[CH:4][C:3]=1[OH:8].CC([O-])(C)C.[K+].C1COCC1.ClC1C=CC=CC=1OCCC(O)=O.[C:33](#[N:36])[CH:34]=[CH2:35], predict the reaction product. The product is: [CH3:1][C:2]1[CH:7]=[CH:6][CH:5]=[CH:4][C:3]=1[O:8][CH2:35][CH2:34][C:33]#[N:36]. (2) Given the reactants [OH:1][CH2:2][C@H:3]([NH:14][C:15]([C:17]1[C:22]2[O:23][CH2:24][CH2:25][CH2:26][CH2:27][C:21]=2[CH:20]=[C:19](Br)[CH:18]=1)=[O:16])[CH2:4][C:5]1[C:13]2[C:8](=[CH:9][CH:10]=[CH:11][CH:12]=2)[NH:7][CH:6]=1.[C:29]([C:31]1[CH:40]=[CH:39][C:34]([C:35]([NH:37][CH3:38])=[O:36])=[CH:33][CH:32]=1)#[CH:30].CCCC[N+](CCCC)(CCCC)CCCC.[F-].O, predict the reaction product. The product is: [OH:1][CH2:2][C@H:3]([NH:14][C:15]([C:17]1[C:22]2[O:23][CH2:24][CH2:25][CH2:26][CH2:27][C:21]=2[CH:20]=[C:19]([C:30]#[C:29][C:31]2[CH:40]=[CH:39][C:34]([C:35](=[O:36])[NH:37][CH3:38])=[CH:33][CH:32]=2)[CH:18]=1)=[O:16])[CH2:4][C:5]1[C:13]2[C:8](=[CH:9][CH:10]=[CH:11][CH:12]=2)[NH:7][CH:6]=1. (3) Given the reactants Br[CH2:2][C:3]1[C:8]([CH2:9][CH2:10][CH2:11][CH3:12])=[C:7]([C:13]2[CH:18]=[CH:17][CH:16]=[CH:15][CH:14]=2)[N:6]=[C:5]([Cl:19])[N:4]=1.[CH3:20][O:21][C:22](=[O:42])[C:23]1[CH:28]=[CH:27][C:26]([CH2:29][NH:30][CH2:31][C:32]2[CH:41]=[CH:40][C:35]3[O:36][CH2:37][CH2:38][O:39][C:34]=3[CH:33]=2)=[CH:25][CH:24]=1.C([O-])([O-])=O.[K+].[K+], predict the reaction product. The product is: [CH3:20][O:21][C:22](=[O:42])[C:23]1[CH:24]=[CH:25][C:26]([CH2:29][N:30]([CH2:2][C:3]2[C:8]([CH2:9][CH2:10][CH2:11][CH3:12])=[C:7]([C:13]3[CH:18]=[CH:17][CH:16]=[CH:15][CH:14]=3)[N:6]=[C:5]([Cl:19])[N:4]=2)[CH2:31][C:32]2[CH:41]=[CH:40][C:35]3[O:36][CH2:37][CH2:38][O:39][C:34]=3[CH:33]=2)=[CH:27][CH:28]=1. (4) Given the reactants Cl[C:2]1[N:7]=[C:6]([O:8][C:9]2[CH:14]=[CH:13][C:12]([F:15])=[C:11]([Cl:16])[CH:10]=2)[C:5]([CH3:17])=[CH:4][N:3]=1.[CH3:18][N:19]1[CH2:24][CH2:23][N:22]([CH2:25][C:26]2[CH:32]=[CH:31][C:29]([NH2:30])=[CH:28][CH:27]=2)[CH2:21][CH2:20]1, predict the reaction product. The product is: [Cl:16][C:11]1[CH:10]=[C:9]([CH:14]=[CH:13][C:12]=1[F:15])[O:8][C:6]1[C:5]([CH3:17])=[CH:4][N:3]=[C:2]([NH:30][C:29]2[CH:28]=[CH:27][C:26]([CH2:25][N:22]3[CH2:21][CH2:20][N:19]([CH3:18])[CH2:24][CH2:23]3)=[CH:32][CH:31]=2)[N:7]=1. (5) The product is: [CH3:2][C:1]([C:5]1[CH:12]=[CH:11][C:8]2[CH:9]=[C:17]([C:18]([O:20][CH2:21][CH3:22])=[O:19])[CH:16]([C:15]([F:14])([F:27])[C:23]([F:25])([F:24])[F:26])[O:13][C:7]=2[CH:6]=1)([CH3:4])[CH3:3]. Given the reactants [C:1]([C:5]1[CH:6]=[C:7]([OH:13])[C:8](=[CH:11][CH:12]=1)[CH:9]=O)([CH3:4])([CH3:3])[CH3:2].[F:14][C:15]([F:27])([C:23]([F:26])([F:25])[F:24])[CH:16]=[CH:17][C:18]([O:20][CH2:21][CH3:22])=[O:19].C([O-])([O-])=O.[K+].[K+].Cl, predict the reaction product. (6) Given the reactants [Cl:1][C:2]1[C:11]2[C:6](=[CH:7][CH:8]=[CH:9][CH:10]=2)[C:5]([OH:12])=[C:4]([C:13]([OH:15])=O)[N:3]=1.C(N(CC)CC)C.Cl.[CH3:24][O:25][C:26](=[O:30])[C@H:27]([CH3:29])[NH2:28], predict the reaction product. The product is: [CH3:24][O:25][C:26](=[O:30])[C@@H:27]([NH:28][C:13]([C:4]1[N:3]=[C:2]([Cl:1])[C:11]2[C:6]([C:5]=1[OH:12])=[CH:7][CH:8]=[CH:9][CH:10]=2)=[O:15])[CH3:29].